From a dataset of Forward reaction prediction with 1.9M reactions from USPTO patents (1976-2016). Predict the product of the given reaction. Given the reactants [O:1]([CH2:8][C:9]1[CH:18]=[C:12]2[C:13](=[O:17])[NH:14][CH2:15][CH2:16][N:11]2[N:10]=1)[C:2]1[CH:7]=[CH:6][CH:5]=[CH:4][CH:3]=1.[CH:19]1(B(O)O)[CH2:21][CH2:20]1.Cl, predict the reaction product. The product is: [CH:19]1([N:14]2[CH2:15][CH2:16][N:11]3[N:10]=[C:9]([CH2:8][O:1][C:2]4[CH:3]=[CH:4][CH:5]=[CH:6][CH:7]=4)[CH:18]=[C:12]3[C:13]2=[O:17])[CH2:21][CH2:20]1.